Dataset: Catalyst prediction with 721,799 reactions and 888 catalyst types from USPTO. Task: Predict which catalyst facilitates the given reaction. (1) Reactant: [Cl:1][C:2]1[CH:26]=[CH:25][C:24](I)=[CH:23][C:3]=1[N:4]([CH2:14][C:15]1[CH:20]=[CH:19][C:18]([O:21][CH3:22])=[CH:17][CH:16]=1)[CH2:5][C:6]1[CH:11]=[CH:10][C:9]([O:12][CH3:13])=[CH:8][CH:7]=1.C([Mg]Cl)(C)C.CON(C)[C:36]([C:38]1([CH3:41])[CH2:40][CH2:39]1)=[O:37]. Product: [CH3:13][O:12][C:9]1[CH:10]=[CH:11][C:6]([CH2:5][N:4]([CH2:14][C:15]2[CH:20]=[CH:19][C:18]([O:21][CH3:22])=[CH:17][CH:16]=2)[C:3]2[CH:23]=[C:24]([C:36]([C:38]3([CH3:41])[CH2:40][CH2:39]3)=[O:37])[CH:25]=[CH:26][C:2]=2[Cl:1])=[CH:7][CH:8]=1. The catalyst class is: 165. (2) Reactant: [OH:1][C@H:2]([CH2:40][NH:41][CH2:42][C:43]1[CH:48]=[CH:47][CH:46]=[C:45]([O:49][CH3:50])[CH:44]=1)[C@@H:3]([NH:11][C:12]([C:14]1[CH:15]=[C:16]([C:31]2[O:32][CH2:33][C@@H:34]([C:36]([O:38][CH3:39])=[O:37])[N:35]=2)[CH:17]=[C:18]([C:20](=[O:30])[N:21]([CH3:29])[CH2:22][C:23]2[S:24][CH:25]=[C:26]([CH3:28])[N:27]=2)[CH:19]=1)=[O:13])[CH2:4][C:5]1[CH:10]=[CH:9][CH:8]=[CH:7][CH:6]=1.BrC(Cl)(Cl)Cl.C1CCN2C(=NCCC2)CC1. Product: [OH:1][C@H:2]([CH2:40][NH:41][CH2:42][C:43]1[CH:48]=[CH:47][CH:46]=[C:45]([O:49][CH3:50])[CH:44]=1)[C@@H:3]([NH:11][C:12]([C:14]1[CH:15]=[C:16]([C:31]2[O:32][CH:33]=[C:34]([C:36]([O:38][CH3:39])=[O:37])[N:35]=2)[CH:17]=[C:18]([C:20](=[O:30])[N:21]([CH3:29])[CH2:22][C:23]2[S:24][CH:25]=[C:26]([CH3:28])[N:27]=2)[CH:19]=1)=[O:13])[CH2:4][C:5]1[CH:10]=[CH:9][CH:8]=[CH:7][CH:6]=1. The catalyst class is: 2. (3) Reactant: Cl[C:2]1[C:3]2[N:4]([C:8]([C:11]3[CH:16]=[CH:15][N:14]=[C:13]([S:17][CH3:18])[N:12]=3)=[CH:9][N:10]=2)[CH:5]=[CH:6][N:7]=1.[CH3:19][N:20]1[CH2:25][CH2:24][NH:23][CH2:22][CH2:21]1.C(N(C(C)C)CC)(C)C. Product: [CH3:19][N:20]1[CH2:25][CH2:24][N:23]([C:2]2[C:3]3[N:4]([C:8]([C:11]4[CH:16]=[CH:15][N:14]=[C:13]([S:17][CH3:18])[N:12]=4)=[CH:9][N:10]=3)[CH:5]=[CH:6][N:7]=2)[CH2:22][CH2:21]1. The catalyst class is: 41. (4) Reactant: [NH2:1][C@@H:2]([CH2:27][C:28]1[CH:33]=[CH:32][C:31]([C:34]([F:37])([F:36])[F:35])=[CH:30][CH:29]=1)[CH2:3][N:4]([C:12]1[S:13][C:14]([C:17]2[CH:18]=[C:19]3[C:24](=[CH:25][CH:26]=2)[N:23]=[CH:22][N:21]=[CH:20]3)=[N:15][N:16]=1)C(=O)OC(C)(C)C.C(O)(C(F)(F)F)=O. Product: [NH2:1][C@@H:2]([CH2:27][C:28]1[CH:33]=[CH:32][C:31]([C:34]([F:35])([F:37])[F:36])=[CH:30][CH:29]=1)[CH2:3][NH:4][C:12]1[S:13][C:14]([C:17]2[CH:18]=[C:19]3[C:24](=[CH:25][CH:26]=2)[N:23]=[CH:22][N:21]=[CH:20]3)=[N:15][N:16]=1. The catalyst class is: 2. (5) Reactant: [C:1]([C:5]1[CH:6]=[N:7][CH:8]=[C:9]([CH2:11][O:12][Si](C(C)C)(C(C)C)C(C)C)[CH:10]=1)([CH3:4])([CH3:3])[CH3:2].CO. Product: [C:1]([C:5]1[CH:10]=[C:9]([CH2:11][OH:12])[CH:8]=[N:7][CH:6]=1)([CH3:4])([CH3:2])[CH3:3]. The catalyst class is: 33. (6) Reactant: [CH3:1][N:2]([CH3:6])[CH2:3][CH2:4][OH:5].[H-].[Na+].[Cl:9][C:10]1[CH:35]=[CH:34][CH:33]=[CH:32][C:11]=1[C:12]([NH:14][C:15](=[O:31])[NH:16][C:17]1[S:18][C:19]2[CH:25]=[C:24]([S:26]([CH:29]=[CH2:30])(=[O:28])=[O:27])[CH:23]=[CH:22][C:20]=2[N:21]=1)=[O:13]. Product: [Cl:9][C:10]1[CH:35]=[CH:34][CH:33]=[CH:32][C:11]=1[C:12]([NH:14][C:15](=[O:31])[NH:16][C:17]1[S:18][C:19]2[CH:25]=[C:24]([S:26]([CH2:29][CH2:30][O:5][CH2:4][CH2:3][N:2]([CH3:6])[CH3:1])(=[O:28])=[O:27])[CH:23]=[CH:22][C:20]=2[N:21]=1)=[O:13]. The catalyst class is: 1. (7) Product: [Cl:21][C:22]1[CH:23]=[N:24][CH:25]=[C:26]([Cl:29])[C:27]=1[CH2:28][C:17]([C:6]1[C:7]2[O:16][C:10]3([CH2:11][CH2:12][O:13][CH2:14][CH2:15]3)[O:9][C:8]=2[C:3]([O:2][CH3:1])=[CH:4][CH:5]=1)=[O:18]. Reactant: [CH3:1][O:2][C:3]1[C:8]2[O:9][C:10]3([O:16][C:7]=2[C:6]([C:17](OC)=[O:18])=[CH:5][CH:4]=1)[CH2:15][CH2:14][O:13][CH2:12][CH2:11]3.[Cl:21][C:22]1[CH:23]=[N:24][CH:25]=[C:26]([Cl:29])[C:27]=1[CH3:28].C[Si]([N-][Si](C)(C)C)(C)C.[Li+].[NH4+].[Cl-]. The catalyst class is: 7. (8) Reactant: [CH2:1]([C:3]1([CH2:20][CH3:21])[CH2:12][C:11]([CH3:14])([CH3:13])[C:10]2[C:5](=[C:6]([CH:17]([CH3:19])[CH3:18])[CH:7]=[C:8]([C:15]#[CH:16])[CH:9]=2)[O:4]1)[CH3:2].[CH3:22][O:23][C:24](=[O:53])[C:25]([C:28]1[CH:33]=[CH:32][C:31](C#CC2C=C(C3CC3)C3OC4(CC4)CC(C)(C)C=3C=2)=[CH:30][CH:29]=1)([CH3:27])[CH3:26].C(N(CC)CC)C.C(OCC)(=O)C. Product: [CH3:22][O:23][C:24](=[O:53])[C:25]([C:28]1[CH:29]=[CH:30][C:31]([C:16]#[C:15][C:8]2[CH:9]=[C:10]3[C:5](=[C:6]([CH:17]([CH3:19])[CH3:18])[CH:7]=2)[O:4][C:3]([CH2:1][CH3:2])([CH2:20][CH3:21])[CH2:12][C:11]3([CH3:14])[CH3:13])=[CH:32][CH:33]=1)([CH3:27])[CH3:26]. The catalyst class is: 730. (9) Reactant: [CH2:1]([NH:6][C:7](=[O:10])[O:8][CH3:9])[CH2:2][CH2:3][CH2:4][CH3:5].[H-].[Na+].Br[CH2:14][CH:15]1[CH2:17][CH2:16]1. Product: [CH:15]1([CH2:14][N:6]([CH2:1][CH2:2][CH2:3][CH2:4][CH3:5])[C:7](=[O:10])[O:8][CH3:9])[CH2:17][CH2:16]1. The catalyst class is: 57.